Predict the product of the given reaction. From a dataset of Forward reaction prediction with 1.9M reactions from USPTO patents (1976-2016). (1) Given the reactants [NH2:1][CH:2]([CH2:8][C:9]1[CH:14]=[CH:13][CH:12]=[C:11]([N+:15]([O-:17])=[O:16])[CH:10]=1)[C:3]([O:5][CH2:6][CH3:7])=[O:4].[C:18](OC(=O)C)(=[O:20])[CH3:19], predict the reaction product. The product is: [C:18]([NH:1][CH:2]([CH2:8][C:9]1[CH:14]=[CH:13][CH:12]=[C:11]([N+:15]([O-:17])=[O:16])[CH:10]=1)[C:3]([O:5][CH2:6][CH3:7])=[O:4])(=[O:20])[CH3:19]. (2) Given the reactants [Cl:1][C:2]1[CH:7]=[CH:6][C:5]([CH:8]([C:32]2[CH:37]=[CH:36][C:35]([Cl:38])=[CH:34][CH:33]=2)[C:9]2[CH:10]=[C:11]3[C:16](=[CH:17][CH:18]=2)[N:15]=[CH:14][N:13]=[C:12]3[NH:19][CH:20]2[CH2:25][CH2:24][N:23]([C:26]3[CH:31]=[CH:30][CH:29]=[CH:28][CH:27]=3)[CH2:22][CH2:21]2)=[CH:4][CH:3]=1, predict the reaction product. The product is: [ClH:1].[ClH:1].[Cl:1][C:2]1[CH:7]=[CH:6][C:5]([CH:8]([C:32]2[CH:33]=[CH:34][C:35]([Cl:38])=[CH:36][CH:37]=2)[C:9]2[CH:10]=[C:11]3[C:16](=[CH:17][CH:18]=2)[N:15]=[CH:14][N:13]=[C:12]3[NH:19][CH:20]2[CH2:25][CH2:24][N:23]([C:26]3[CH:31]=[CH:30][CH:29]=[CH:28][CH:27]=3)[CH2:22][CH2:21]2)=[CH:4][CH:3]=1. (3) Given the reactants S(Cl)(Cl)=O.[F:5][C:6]1[CH:11]=[C:10]([N+:12]([O-:14])=[O:13])[CH:9]=[CH:8][C:7]=1[CH2:15][CH2:16][CH2:17][C:18]([OH:20])=O.[CH3:21][N:22](C=O)[CH3:23], predict the reaction product. The product is: [F:5][C:6]1[CH:11]=[C:10]([N+:12]([O-:14])=[O:13])[CH:9]=[CH:8][C:7]=1[CH2:15][CH2:16][CH2:17][C:18]([N:22]([CH3:23])[CH3:21])=[O:20]. (4) Given the reactants [C:1]([NH2:4])(=[S:3])[CH3:2].[CH2:5]([O:7][C:8](=[O:14])[CH2:9][C:10]([CH2:12]Cl)=O)[CH3:6], predict the reaction product. The product is: [CH2:5]([O:7][C:8](=[O:14])[CH2:9][C:10]1[N:4]=[C:1]([CH3:2])[S:3][CH:12]=1)[CH3:6]. (5) Given the reactants [F:1][C:2]1[CH:3]=[CH:4][C:5]2[O:9][C:8]([CH3:10])=[N+:7]([CH2:11][CH2:12][CH2:13][CH2:14][S:15]([O-:18])(=[O:17])=[O:16])[C:6]=2[CH:19]=1.[C:20]1([NH:26][CH:27]=NC2C=CC=CC=2)[CH:25]=[CH:24][CH:23]=[CH:22][CH:21]=1.C(OCC)(OCC)OCC, predict the reaction product. The product is: [NH:26](/[CH:27]=[CH:10]/[C:8]1[O:9][C:5]2[CH:4]=[CH:3][C:2]([F:1])=[CH:19][C:6]=2[N+:7]=1[CH2:11][CH2:12][CH2:13][CH2:14][S:15]([O-:18])(=[O:17])=[O:16])[C:20]1[CH:25]=[CH:24][CH:23]=[CH:22][CH:21]=1. (6) The product is: [NH:15]([N:14]=[CH:13][CH2:12][C@H:11]1[C:10](=[O:19])[N:9]([C:20]2[CH:25]=[CH:24][CH:23]=[CH:22][N:21]=2)[C@@H:8]1[C:26]([OH:28])=[O:27])[C:16]([NH2:18])=[NH:17]. Given the reactants COC1C=CC(C[C@@:8]2([C:26]([O-:28])=[O:27])[C@@H:11]([CH2:12][CH:13]=[N:14][NH:15][C:16]([NH2:18])=[NH:17])[C:10](=[O:19])[N:9]2[C:20]2[CH:25]=[CH:24][CH:23]=[CH:22][N:21]=2)=CC=1.C(O)(C(F)(F)F)=O.C(Cl)Cl, predict the reaction product.